Dataset: Full USPTO retrosynthesis dataset with 1.9M reactions from patents (1976-2016). Task: Predict the reactants needed to synthesize the given product. (1) Given the product [N+:11]([C:9]1[CH:8]=[CH:7][N:6]=[C:5]([NH:3][NH:4][C:14](=[O:16])[CH3:15])[CH:10]=1)([O-:13])=[O:12], predict the reactants needed to synthesize it. The reactants are: Cl.Cl.[NH:3]([C:5]1[CH:10]=[C:9]([N+:11]([O-:13])=[O:12])[CH:8]=[CH:7][N:6]=1)[NH2:4].[C:14](OC(=O)C)(=[O:16])[CH3:15]. (2) Given the product [F:53][C:50]([F:51])([F:52])[CH2:49][O:48][C:45]1[CH:46]=[CH:47][C:42]([C:41]([NH:40][CH2:39][CH2:38][NH:37][C:10]([C:3]2[C:4]3[C:9](=[CH:8][CH:7]=[CH:6][CH:5]=3)[NH:1][CH:2]=2)=[O:12])=[O:54])=[CH:43][N:44]=1, predict the reactants needed to synthesize it. The reactants are: [NH:1]1[C:9]2[C:4](=[CH:5][CH:6]=[CH:7][CH:8]=2)[C:3]([C:10]([OH:12])=O)=[CH:2]1.CCN=C=NCCCN(C)C.Cl.C1C=CC2N(O)N=NC=2C=1.O.Cl.[NH2:37][CH2:38][CH2:39][NH:40][C:41](=[O:54])[C:42]1[CH:47]=[CH:46][C:45]([O:48][CH2:49][C:50]([F:53])([F:52])[F:51])=[N:44][CH:43]=1.CCN(C(C)C)C(C)C. (3) The reactants are: [Cl:1][C:2]1[CH:9]=[C:8]([N:10]([C@H:22]2[CH2:26][CH2:25][NH:24][CH2:23]2)[CH2:11][C:12]2[CH:17]=[CH:16][CH:15]=[CH:14][C:13]=2[C:18]([F:21])([F:20])[F:19])[CH:7]=[CH:6][C:3]=1[C:4]#[N:5].[CH2:27]([S:29](Cl)(=[O:31])=[O:30])[CH3:28]. Given the product [Cl:1][C:2]1[CH:9]=[C:8]([N:10]([C@H:22]2[CH2:26][CH2:25][N:24]([S:29]([CH2:27][CH3:28])(=[O:31])=[O:30])[CH2:23]2)[CH2:11][C:12]2[CH:17]=[CH:16][CH:15]=[CH:14][C:13]=2[C:18]([F:19])([F:20])[F:21])[CH:7]=[CH:6][C:3]=1[C:4]#[N:5], predict the reactants needed to synthesize it. (4) The reactants are: [N:1]([CH2:4][C:5]1[CH:10]=[CH:9][C:8]([C:11]([F:14])([F:13])[F:12])=[CH:7][CH:6]=1)=[N+:2]=[N-:3].[O:15]=[C:16]1O[C@H]([C@H](CO)O)[C:19]([O-])=[C:17]1O.[Na+]. Given the product [F:14][C:11]([F:13])([F:12])[C:8]1[CH:7]=[CH:6][C:5]([CH2:4][N:1]2[CH:19]=[C:17]([CH2:16][OH:15])[N:3]=[N:2]2)=[CH:10][CH:9]=1, predict the reactants needed to synthesize it. (5) Given the product [F:32][C:26]1[C:27]([F:31])=[CH:28][CH:29]=[CH:30][C:25]=1[C@:21]1([CH2:23][F:24])[C@H:20]2[C@H:18]([CH2:19]2)[S:17][C:16]([N:7]([CH2:8][O:9][CH2:10][CH2:11][Si:12]([CH3:13])([CH3:15])[CH3:14])[C:6](=[O:35])[O:5][C:1]([CH3:4])([CH3:3])[CH3:2])=[N:22]1, predict the reactants needed to synthesize it. The reactants are: [C:1]([O:5][C:6](=[O:35])[N:7]([C:16]1[S:17][C@:18]2(C=O)[C@H:20]([C@:21]([C:25]3[CH:30]=[CH:29][CH:28]=[C:27]([F:31])[C:26]=3[F:32])([CH2:23][F:24])[N:22]=1)[CH2:19]2)[CH2:8][O:9][CH2:10][CH2:11][Si:12]([CH3:15])([CH3:14])[CH3:13])([CH3:4])([CH3:3])[CH3:2].CCCCCCC. (6) Given the product [CH2:7]([N:5]1[N:4]=[N:3][C:2]([NH:1][C:24]([CH:22]2[C:23]3[CH:10]=[CH:11][CH:12]=[CH:13][C:14]=3[O:15][C:16]3[C:21]2=[CH:20][CH:19]=[CH:18][CH:17]=3)=[O:25])=[N:6]1)[CH2:8][CH3:9], predict the reactants needed to synthesize it. The reactants are: [NH2:1][C:2]1[N:3]=[N:4][N:5]([CH2:7][CH2:8][CH3:9])[N:6]=1.[CH:10]1[C:23]2[CH:22]([C:24](Cl)=[O:25])[C:21]3[C:16](=[CH:17][CH:18]=[CH:19][CH:20]=3)[O:15][C:14]=2[CH:13]=[CH:12][CH:11]=1. (7) Given the product [NH2:1][C@H:2]([C:6]([CH3:9])([S:8][CH2:21][C:20]1[C:23]([O:29][CH3:30])=[CH:24][C:25]([O:27][CH3:28])=[CH:26][C:19]=1[O:18][CH3:17])[CH3:7])[C:3]([OH:5])=[O:4], predict the reactants needed to synthesize it. The reactants are: [NH2:1][C@H:2]([C:6]([CH3:9])([SH:8])[CH3:7])[C:3]([OH:5])=[O:4].FC(F)(F)C(O)=O.[CH3:17][O:18][C:19]1[CH:26]=[C:25]([O:27][CH3:28])[CH:24]=[C:23]([O:29][CH3:30])[C:20]=1[CH2:21]O.